This data is from Catalyst prediction with 721,799 reactions and 888 catalyst types from USPTO. The task is: Predict which catalyst facilitates the given reaction. Product: [Cl:27][CH2:23][CH2:24][C:19]1[C:20](=[O:21])[N:3]2[CH:4]=[CH:5][CH:6]=[C:7]([O:8][CH2:9][C:10]3[CH:11]=[CH:12][CH:13]=[CH:14][CH:15]=3)[C:2]2=[N:1][C:16]=1[CH3:17]. Reactant: [NH2:1][C:2]1[C:7]([O:8][CH2:9][C:10]2[CH:15]=[CH:14][CH:13]=[CH:12][CH:11]=2)=[CH:6][CH:5]=[CH:4][N:3]=1.[C:16]([CH:19]1[CH2:24][CH2:23]O[C:20]1=[O:21])(=O)[CH3:17].P(Cl)(Cl)([Cl:27])=O.[OH-].[NH4+]. The catalyst class is: 11.